This data is from Reaction yield outcomes from USPTO patents with 853,638 reactions. The task is: Predict the reaction yield, written as a fraction of the theoretical maximum amount of product (1.0 means a 100% yield; for example, 0.34 means a 34% yield). (1) The reactants are [CH3:13][C:12]([O:11][C:9](O[C:9]([O:11][C:12]([CH3:15])([CH3:14])[CH3:13])=[O:10])=[O:10])([CH3:15])[CH3:14].[Br:16][C:17]1[CH:18]=[C:19]2[C:23](=[CH:24][CH:25]=1)[NH:22][N:21]=[C:20]2NC. The catalyst is CN(C)C1C=CN=CC=1.CC#N. The product is [Br:16][C:17]1[CH:18]=[C:19]2[C:23](=[CH:24][CH:25]=1)[N:22]([C:9]([O:11][C:12]([CH3:15])([CH3:14])[CH3:13])=[O:10])[N:21]=[C:20]2[C:9]([O:11][C:12]([CH3:13])([CH3:14])[CH3:15])=[O:10]. The yield is 0.875. (2) The reactants are [CH2:1]([O:5][C:6]1[CH:10]=[C:9]([CH2:11][CH2:12][S:13]([NH2:16])(=[O:15])=[O:14])[N:8]([CH2:17][C:18]2[CH:23]=[CH:22][C:21]([Cl:24])=[CH:20][C:19]=2[Cl:25])[N:7]=1)[CH2:2][CH2:3][CH3:4].[CH:26](N(CC)C(C)C)(C)C.Cl[C:36]([O:38][CH2:39][CH2:40][CH2:41][CH2:42][CH2:43][CH3:44])=[O:37]. The catalyst is CN(C)C1C=CN=CC=1.CN(C)C(=O)C. The product is [CH2:1]([O:5][C:6]1[CH:10]=[C:9]([CH2:11][CH2:12][S:13]([NH:16][C:36](=[O:37])[O:38][CH2:39][C:40]2[CH:26]=[CH:44][CH:43]=[CH:42][CH:41]=2)(=[O:14])=[O:15])[N:8]([CH2:17][C:18]2[CH:23]=[CH:22][C:21]([Cl:24])=[CH:20][C:19]=2[Cl:25])[N:7]=1)[CH2:2][CH2:3][CH3:4]. The yield is 0.410. (3) The reactants are Br[CH2:2][CH2:3][CH2:4][CH2:5][C:6]([CH3:18])([C:12]1[CH:17]=[CH:16][CH:15]=[CH:14][CH:13]=1)[C:7]([O:9][CH2:10][CH3:11])=[O:8].N[C:20](N)=[S:21].[OH-:23].[K+]. The catalyst is C(O)C. The product is [CH2:10]([O:9][C:7](=[O:8])[C:6]([CH3:18])([C:12]1[CH:17]=[CH:16][CH:15]=[CH:14][CH:13]=1)[CH2:5][CH2:4][CH2:3][CH2:2][S:21][CH2:20][CH2:3][CH2:4][CH2:5][C:6]([C:7]([O:9][CH2:10][CH3:11])=[O:23])([C:12]1[CH:13]=[CH:14][CH:15]=[CH:16][CH:17]=1)[CH3:18])[CH3:11]. The yield is 0.850. (4) The reactants are [O:1]=[C:2]1[NH:7][N:6]=[CH:5][C:4]([C:8]([OH:10])=[O:9])=[CH:3]1.OS(O)(=O)=O.[CH3:16][CH2:17]O. No catalyst specified. The product is [O:1]=[C:2]1[NH:7][N:6]=[CH:5][C:4]([C:8]([O:10][CH2:16][CH3:17])=[O:9])=[CH:3]1. The yield is 0.830. (5) The reactants are [C:1]([C:3]1[CH:8]=[CH:7][CH:6]=[CH:5][C:4]=1[C:9]1[CH:14]=[CH:13][C:12]([CH2:15][C:16]2[C:17](=[O:40])[N:18]([C@H:28]3[CH2:33][CH2:32][C@H:31]([O:34][CH:35]([CH3:39])[C:36](O)=[O:37])[CH2:30][CH2:29]3)[C:19]3[N:20]([N:25]=[CH:26][N:27]=3)[C:21]=2[CH2:22][CH2:23][CH3:24])=[CH:11][CH:10]=1)#[N:2].[NH4+].O[N:43]1C2C=CC=CC=2N=N1.Cl.C(N=C=NCCCN(C)C)C.CN(C)C=O. The catalyst is C(OCC)(=O)C. The product is [C:1]([C:3]1[CH:8]=[CH:7][CH:6]=[CH:5][C:4]=1[C:9]1[CH:10]=[CH:11][C:12]([CH2:15][C:16]2[C:17](=[O:40])[N:18]([C@H:28]3[CH2:29][CH2:30][C@H:31]([O:34][CH:35]([CH3:39])[C:36]([NH2:43])=[O:37])[CH2:32][CH2:33]3)[C:19]3[N:20]([N:25]=[CH:26][N:27]=3)[C:21]=2[CH2:22][CH2:23][CH3:24])=[CH:13][CH:14]=1)#[N:2]. The yield is 0.730. (6) The reactants are [C:1]1([Mg]Br)[CH:6]=[CH:5][CH:4]=[CH:3][CH:2]=1.Cl[C:10]1[C:11]([CH3:17])=[N:12][CH:13]=[C:14]([CH3:16])[N:15]=1. The catalyst is C1COCC1. The product is [CH3:17][C:11]1[C:10]([C:1]2[CH:6]=[CH:5][CH:4]=[CH:3][CH:2]=2)=[N:15][C:14]([CH3:16])=[CH:13][N:12]=1. The yield is 0.640. (7) The reactants are [Br:1][C:2]1[CH:3]=[C:4]([N:12]2[CH2:17][CH2:16][CH2:15][CH2:14][CH:13]2[CH3:18])[C:5]([CH3:11])=[C:6]([CH:10]=1)[C:7]([OH:9])=O.Cl.[NH2:20][CH2:21][C:22]1[C:23](=[O:30])[NH:24][C:25]([CH3:29])=[CH:26][C:27]=1[CH3:28].C1C=NC2N(O)N=NC=2C=1.CN1CCOCC1.C(Cl)CCl. The catalyst is ClCCl.CO. The product is [Br:1][C:2]1[CH:3]=[C:4]([N:12]2[CH2:17][CH2:16][CH2:15][CH2:14][CH:13]2[CH3:18])[C:5]([CH3:11])=[C:6]([CH:10]=1)[C:7]([NH:20][CH2:21][C:22]1[C:23](=[O:30])[NH:24][C:25]([CH3:29])=[CH:26][C:27]=1[CH3:28])=[O:9]. The yield is 0.750.